From a dataset of Catalyst prediction with 721,799 reactions and 888 catalyst types from USPTO. Predict which catalyst facilitates the given reaction. Reactant: [F:1][C:2]1([F:16])[CH2:10][C@@H:9]2[C@@H:5]([C@@H:6]([CH3:12])[O:7][C:8]2=[O:11])[C@@H:4]([CH2:13][OH:14])[C@@H:3]1[CH3:15]. Product: [F:16][C:2]1([F:1])[CH2:10][C@@H:9]2[C@@H:5]([C@@H:6]([CH3:12])[O:7][C:8]2=[O:11])[C@@H:4]([CH:13]=[O:14])[C@@H:3]1[CH3:15]. The catalyst class is: 2.